The task is: Predict the reaction yield, written as a fraction of the theoretical maximum amount of product (1.0 means a 100% yield; for example, 0.34 means a 34% yield).. This data is from Reaction yield outcomes from USPTO patents with 853,638 reactions. (1) The reactants are [Cl:1][C:2]1[C:7]([OH:8])=[C:6]([Cl:9])[CH:5]=[C:4]([CH3:10])[CH:3]=1.[O:11]1[CH2:15][CH2:14]OC1=O. The catalyst is N1C=CN=C1. The product is [Cl:1][C:2]1[CH:3]=[C:4]([CH3:10])[CH:5]=[C:6]([Cl:9])[C:7]=1[O:8][CH2:14][CH2:15][OH:11]. The yield is 0.750. (2) The catalyst is C1(C)C=CC=CC=1. The yield is 0.750. The product is [CH:21]1[CH:20]=[CH:19][CH2:18][N:17]2[C:16]=1[C:15]1[CH:22]=[CH:23][CH:24]=[CH:25][C:14]=1[O:13][C:12]1[CH:26]=[CH:27][CH:9]=[CH:10][C:11]2=1. The reactants are ClC(Cl)(Cl)C(Cl)=O.F[C:9]1[CH:27]=[CH:26][C:12]2[O:13][C:14]3[CH:25]=[CH:24][CH:23]=[CH:22][C:15]=3[C:16]3[N:17]([CH2:18][CH2:19][CH2:20][CH:21]=3)[C:11]=2[CH:10]=1.C(N(CC)CC)C.O. (3) The reactants are [CH3:1][C:2]1[S:3][C:4]([NH:14][C:15]([C:17]2[CH:18]=[N:19][N:20]3[CH:25]=[CH:24][C:23](Cl)=[N:22][C:21]=23)=[O:16])=[C:5]([C:7]2[CH:12]=[CH:11][CH:10]=[CH:9][C:8]=2[CH3:13])[N:6]=1.[NH3:27]. The catalyst is CC(O)C. The product is [CH3:1][C:2]1[S:3][C:4]([NH:14][C:15]([C:17]2[CH:18]=[N:19][N:20]3[CH:25]=[CH:24][C:23]([NH2:27])=[N:22][C:21]=23)=[O:16])=[C:5]([C:7]2[CH:12]=[CH:11][CH:10]=[CH:9][C:8]=2[CH3:13])[N:6]=1. The yield is 0.160.